Dataset: Drug-target binding data from BindingDB using IC50 measurements. Task: Regression. Given a target protein amino acid sequence and a drug SMILES string, predict the binding affinity score between them. We predict pIC50 (pIC50 = -log10(IC50 in M); higher means more potent). Dataset: bindingdb_ic50. (1) The compound is Cc1[nH]c2c(=O)n(C)cc(C#CC(O)(c3ccccc3)C(F)(F)F)c2c1-c1nnc(C(C)C)o1. The target protein sequence is QVAFSFILDNIVTQKMMAVPDSWPFHHPVNKKFVPDYYKVIVNPMDLETIRKNISKHKYQSRESFLDDVNLILANSVKYNGPESQYTKTAQEIVNVCYQTLTEYDEHLTQLEKDICTAKEAALEEAELESLD. The pIC50 is 7.6. (2) The drug is CS(=O)(=O)N1CCc2c(c(-c3ccc(Br)cc3)nn2CC(O)CN2CCC(N3C(=O)NCc4cc(Cl)ccc43)CC2)C1. The target protein (P04233) has sequence MHRRRSRSCREDQKPVMDDQRDLISNNEQLPMLGRRPGAPESKCSRGALYTGFSILVTLLLAGQATTAYFLYQQQGRLDKLTVTSQNLQLENLRMKLPKPPKPVSKMRMATPLLMQALPMGALPQGPMQNATKYGNMTEDHVMHLLQNADPLKVYPPLKGSFPENLRHLKNTMETIDWKVFESWMHHWLLFEMSRHSLEQKPTDAPPKVLTKCQEEVSHIPAVHPGSFRPKCDENGNYLPLQCYGSIGYCWCVFPNGTEVPNTRSRGHHNCSESLELEDPSSGLGVTKQDLGPVPM. The pIC50 is 5.8. (3) The drug is O=S(=O)(O)c1cc(O)c2c(O)c(N=Nc3cccc4ccccc34)c(S(=O)(=O)O)cc2c1. The target protein (Q13609) has sequence MSRELAPLLLLLLSIHSALAMRICSFNVRSFGESKQEDKNAMDVIVKVIKRCDIILVMEIKDSNNRICPILMEKLNRNSRRGITYNYVISSRLGRNTYKEQYAFLYKEKLVSVKRSYHYHDYQDGDADVFSREPFVVWFQSPHTAVKDFVIIPLHTTPETSVKEIDELVEVYTDVKHRWKAENFIFMGDFNAGCSYVPKKAWKNIRLRTDPRFVWLIGDQEDTTVKKSTNCAYDRIVLRGQEIVSSVVPKSNSVFDFQKAYKLTEEEALDVSDHFPVEFKLQSSRAFTNSKKSVTLRKKTKSKRS. The pIC50 is 4.8. (4) The drug is CSCC[C@H](NC(=O)[C@@H](N)CC(C)C)C(=O)N[C@@H](C)C(=O)N[C@H](C(=O)N[C@H](C(=O)N[C@@H](CC(C)C)C(=O)N[C@@H](C)C(=O)N[C@@H](CO)C(=O)N[C@@H](CC(C)C)C(=O)O)C(C)C)C(C)C. The target protein (P04439) has sequence MAVMAPRTLLLLLSGALALTQTWAGSHSMRYFFTSVSRPGRGEPRFIAVGYVDDTQFVRFDSDAASQRMEPRAPWIEQEGPEYWDQETRNVKAQSQTDRVDLGTLRGYYNQSEAGSHTIQIMYGCDVGSDGRFLRGYRQDAYDGKDYIALNEDLRSWTAADMAAQITKRKWEAAHEAEQLRAYLDGTCVEWLRRYLENGKETLQRTDPPKTHMTHHPISDHEATLRCWALGFYPAEITLTWQRDGEDQTQDTELVETRPAGDGTFQKWAAVVVPSGEEQRYTCHVQHEGLPKPLTLRWELSSQPTIPIVGIIAGLVLLGAVITGAVVAAVMWRRKSSDRKGGSYTQAASSDSAQGSDVSLTACKV. The pIC50 is 7.0. (5) The compound is CC[C@H](NC(=O)C1CN(c2ncnn3cc(-c4cnn([C@@H](C)C(C)(C)O)c4)cc23)C1)c1ccc(Cl)cc1. The target protein sequence is MRGARGAWDFLCVLLLLLRVQTGSSQPSVSPGEPSPPSIHPGKSDLIVRVGDEIRLLCTDPGFVKWTFEILDETNENKQNEWITEKAEATNTGKYTCTNKHGLSNSIYVFVRDPAKLFLVDRSLYGKEDNDTLVRCPLTDPEVTNYSLKGCQGKPLPKDLRFIPDPKAGIMIKSVKRAYHRLCLHCSVDQEGKSVLSEKFILKVRPAFKAVPVVSVSKASYLLREGEEFTVTCTIKDVSSSVYSTWKRENSQTKLQEKYNSWHHGDFNYERQATLTISSARVNDSGVFMCYANNTFGSANVTTTLEVVDKGFINIFPMINTTVFVNDGENVDLIVEYEAFPKPEHQQWIYMNRTFTDKWEDYPKSENESNIRYVSELHLTRLKGTEGGTYTFLVSNSDVNAAIAFNVYVNTKPEILTYDRLVNGMLQCVAAGFPEPTIDWYFCPGTEQRCSASVLPVDVQTLNSSGPPFGKLVVQSSIDSSAFKHNGTVECKAYNDVGKT.... The pIC50 is 7.3. (6) The small molecule is CCCc1nn(C)c2c(=O)[nH]c(-c3cc(S(=O)(=O)N4CCN(C)CC4)ccc3OCC)nc12. The target protein sequence is QTNIEQEVSLDLILVEEYDSLIEKMSNWNFPIFELVEKMGEKSGRILSQVMYTLFQDTGLLEIFKIPTQQFMNYFRALENGYRDIPYHNRIHATDVLHAVWYLTTRPVPGLQQIHNGCGTGNETDSDGRINHGRIAYISSKSCSNPDESYGCLSSNIPALELMALYVAAAMHDYDHPGRTNAFLVATNAPQAVLYNDRSVLENHHAASAWNLYLSRPEYNFLLHLDHVEFKRFRFLVIEAILATDLKKHFDFLAEFNAKANDVNSNGIEWSNENDRLLVCQVCIKLADINGPAKVRDLHLKWTEGIVNEFYEQGDEEANLGLPISPFMDRSSPQLAKLQESFITHIVGPLCNSYDAAGLLPGQWLEAEEDNDTESGDDEDGEELDTEDEEMENNLNPKPPRRKSRRRIFCQLMHHLTENHKIWKEIVEEEEKCKA. The pIC50 is 4.8.